Dataset: Catalyst prediction with 721,799 reactions and 888 catalyst types from USPTO. Task: Predict which catalyst facilitates the given reaction. (1) Reactant: [C:1]([C:5]1[CH:10]=[CH:9][C:8]([C:11]2[S:12][CH:13]=[C:14]([C:17](C)=O)[C:15]=2[OH:16])=[CH:7][CH:6]=1)([CH3:4])([CH3:3])[CH3:2].[Br:20]N1C(=O)CCC1=O.C(OO[C:38](=[O:45])C1C=CC=CC=1)(=O)C1C=CC=CC=1.O. Product: [Br:20][C:13]1[S:12](=[C:38]=[O:45])[C:11]([C:8]2[CH:7]=[CH:6][C:5]([C:1]([CH3:2])([CH3:3])[CH3:4])=[CH:10][CH:9]=2)=[C:15]([OH:16])[C:14]=1[CH3:17]. The catalyst class is: 22. (2) Reactant: C[O:2][CH2:3][C:4]1([C:9]#[N:10])[CH2:7][C:6](=[CH2:8])[CH2:5]1.B(Br)(Br)Br. Product: [OH:2][CH2:3][C:4]1([C:9]#[N:10])[CH2:7][C:6](=[CH2:8])[CH2:5]1. The catalyst class is: 2. (3) Reactant: Cl.[NH2:2][C@@H:3]([CH2:25][O:26][CH:27]([F:29])[F:28])[C:4]([NH:6][C@@H:7]([CH2:18][C:19]1[CH:24]=[CH:23][CH:22]=[CH:21][CH:20]=1)[C:8]([O:10][CH2:11][C:12]1[CH:17]=[CH:16][CH:15]=[CH:14][CH:13]=1)=[O:9])=[O:5].Cl.[O:31]1[CH2:36][CH2:35][N:34]([CH2:37][C:38](O)=[O:39])[CH2:33][CH2:32]1.C1C=C2N=NN(O)C2=CC=1.O.CCN=C=NCCCN(C)C.Cl.CCN(C(C)C)C(C)C. Product: [F:29][CH:27]([F:28])[O:26][CH2:25][C@H:3]([NH:2][C:38](=[O:39])[CH2:37][N:34]1[CH2:35][CH2:36][O:31][CH2:32][CH2:33]1)[C:4]([NH:6][C@@H:7]([CH2:18][C:19]1[CH:20]=[CH:21][CH:22]=[CH:23][CH:24]=1)[C:8]([O:10][CH2:11][C:12]1[CH:17]=[CH:16][CH:15]=[CH:14][CH:13]=1)=[O:9])=[O:5]. The catalyst class is: 2. (4) Reactant: [N:1]([CH2:4][CH2:5][CH2:6][CH2:7][CH2:8][CH2:9][CH2:10][CH2:11][CH:12]([CH:23]([CH2:34][CH2:35][CH2:36][CH2:37][CH2:38][CH2:39][CH2:40][CH2:41][N:42]=[C:43]=[O:44])[CH2:24][CH2:25][CH2:26][CH2:27][CH2:28][CH2:29][CH2:30][CH2:31][CH2:32][CH3:33])[CH2:13][CH2:14][CH2:15][CH2:16][CH2:17][CH2:18][CH2:19][CH2:20][CH2:21][CH3:22])=[C:2]=[O:3].[NH2:45][C:46]1[NH:47][C:48]([CH3:53])=[CH:49][C:50](=[O:52])[N:51]=1. Product: [CH2:13]([CH:12]([CH:23]([CH2:24][CH2:25][CH2:26][CH2:27][CH2:28][CH2:29][CH2:30][CH2:31][CH2:32][CH3:33])[CH2:34][CH2:35][CH2:36][CH2:37][CH2:38][CH2:39][CH2:40][CH2:41][NH:42][C:43]([NH:45][C:46]1[NH:47][C:48]([CH3:53])=[CH:49][C:50](=[O:52])[N:51]=1)=[O:44])[CH2:11][CH2:10][CH2:9][CH2:8][CH2:7][CH2:6][CH2:5][CH2:4][NH:1][C:2]([NH:45][C:46]1[NH:47][C:48]([CH3:53])=[CH:49][C:50](=[O:52])[N:51]=1)=[O:3])[CH2:14][CH2:15][CH2:16][CH2:17][CH2:18][CH2:19][CH2:20][CH2:21][CH3:22]. The catalyst class is: 17.